This data is from TCR-epitope binding with 47,182 pairs between 192 epitopes and 23,139 TCRs. The task is: Binary Classification. Given a T-cell receptor sequence (or CDR3 region) and an epitope sequence, predict whether binding occurs between them. (1) The epitope is RQLLFVVEV. The TCR CDR3 sequence is CASSLSGWEGANVLTF. Result: 0 (the TCR does not bind to the epitope). (2) The epitope is LLMPILTLT. The TCR CDR3 sequence is CASSPAGGPLETQYF. Result: 0 (the TCR does not bind to the epitope). (3) The TCR CDR3 sequence is CASSTGDHSNQPQHF. The epitope is EPLPQGQLTAY. Result: 1 (the TCR binds to the epitope). (4) The epitope is RLRAEAQVK. The TCR CDR3 sequence is CASSLAGSSGGVYNEQFF. Result: 1 (the TCR binds to the epitope). (5) The epitope is TLVPQEHYV. The TCR CDR3 sequence is CASKPDSSNQPQHF. Result: 1 (the TCR binds to the epitope). (6) The epitope is EHPTFTSQYRIQGKL. The TCR CDR3 sequence is CASSPHSYEQYF. Result: 0 (the TCR does not bind to the epitope). (7) The epitope is NEGVKAAW. The TCR CDR3 sequence is CASSIFGEQYF. Result: 1 (the TCR binds to the epitope). (8) The epitope is NLWNTFTRL. The TCR CDR3 sequence is CASRSGTSNTGELFF. Result: 0 (the TCR does not bind to the epitope). (9) The epitope is ARMILMTHF. The TCR CDR3 sequence is CASSPSGQLETQYF. Result: 0 (the TCR does not bind to the epitope). (10) The epitope is GMFNMLSTVLGVS. The TCR CDR3 sequence is CASSYSGSLYEQYF. Result: 0 (the TCR does not bind to the epitope).